This data is from Catalyst prediction with 721,799 reactions and 888 catalyst types from USPTO. The task is: Predict which catalyst facilitates the given reaction. (1) Reactant: Cl.[NH2:2][C:3]1[CH:4]=[CH:5][C:6]2[C:12]3[S:13][C:14]([C:16]([N:18]([C:20]4[CH:25]=[CH:24][CH:23]=[CH:22][C:21]=4[Cl:26])[CH3:19])=[O:17])=[CH:15][C:11]=3[CH2:10][CH2:9][O:8][C:7]=2[CH:27]=1.CCN(C(C)C)C(C)C.[CH2:37]([N:39]=[C:40]=[O:41])[CH3:38].[Cl-].[NH4+]. Product: [Cl:26][C:21]1[CH:22]=[CH:23][CH:24]=[CH:25][C:20]=1[N:18]([CH3:19])[C:16]([C:14]1[S:13][C:12]2[C:6]3[CH:5]=[CH:4][C:3]([NH:2][C:40]([NH:39][CH2:37][CH3:38])=[O:41])=[CH:27][C:7]=3[O:8][CH2:9][CH2:10][C:11]=2[CH:15]=1)=[O:17]. The catalyst class is: 1. (2) Reactant: [CH2:1]([O:8][C:9]([NH:11][C@H:12]1[CH2:17][CH2:16][C@@H:15]([NH:18][C:19](=[O:25])[O:20][C:21]([CH3:24])([CH3:23])[CH3:22])[CH2:14][C@H:13]1[CH2:26][OH:27])=[O:10])[C:2]1[CH:7]=[CH:6][CH:5]=[CH:4][CH:3]=1.C(N(CC)CC)C.[C:35]1([N:41]=[C:42]=[O:43])[CH:40]=[CH:39][CH:38]=[CH:37][CH:36]=1. Product: [CH2:1]([O:8][C:9]([NH:11][C@H:12]1[CH2:17][CH2:16][C@@H:15]([NH:18][C:19](=[O:25])[O:20][C:21]([CH3:22])([CH3:23])[CH3:24])[CH2:14][C@H:13]1[CH2:26][O:27][C:42](=[O:43])[NH:41][C:35]1[CH:40]=[CH:39][CH:38]=[CH:37][CH:36]=1)=[O:10])[C:2]1[CH:3]=[CH:4][CH:5]=[CH:6][CH:7]=1. The catalyst class is: 120.